This data is from Forward reaction prediction with 1.9M reactions from USPTO patents (1976-2016). The task is: Predict the product of the given reaction. (1) Given the reactants C(OC([N:8]([C:28]1[C:33]([F:34])=[CH:32][CH:31]=[CH:30][C:29]=1[F:35])[C:9]1[CH:19]=[CH:18][C:12]([C:13]([O:15]CC)=[O:14])=[C:11]([C:20]2[CH:25]=[CH:24][C:23]([F:26])=[CH:22][C:21]=2[F:27])[N:10]=1)=O)(C)(C)C.S(=O)(=O)(O)O, predict the reaction product. The product is: [F:27][C:21]1[CH:22]=[C:23]([F:26])[CH:24]=[CH:25][C:20]=1[C:11]1[N:10]=[C:9]([NH:8][C:28]2[C:33]([F:34])=[CH:32][CH:31]=[CH:30][C:29]=2[F:35])[CH:19]=[CH:18][C:12]=1[C:13]([OH:15])=[O:14]. (2) Given the reactants C([O:3][C:4]([C:6]12[CH2:23][CH:22]1[CH:21]=[CH:20][CH2:19][CH2:18][CH2:17][CH2:16][N:15]([CH3:24])[C:14](=[O:25])[CH:13]1[CH:9]([CH2:10][CH:11]([O:26][C:27]3[CH:32]=[C:31]([O:33][CH3:34])[N:30]=[C:29]([C:35]4[CH:40]=[CH:39][CH:38]=[CH:37][CH:36]=4)[N:28]=3)[CH2:12]1)[C:8](=[O:41])[NH:7]2)=[O:5])C.CO.[Li+].[OH-].C(O)(=O)CC(CC(O)=O)(C(O)=O)O, predict the reaction product. The product is: [CH3:34][O:33][C:31]1[N:30]=[C:29]([C:35]2[CH:36]=[CH:37][CH:38]=[CH:39][CH:40]=2)[N:28]=[C:27]([O:26][CH:11]2[CH2:10][CH:9]3[CH:13]([C:14](=[O:25])[N:15]([CH3:24])[CH2:16][CH2:17][CH2:18][CH2:19][CH:20]=[CH:21][CH:22]4[C:6]([C:4]([OH:5])=[O:3])([NH:7][C:8]3=[O:41])[CH2:23]4)[CH2:12]2)[CH:32]=1. (3) Given the reactants [CH3:1][N:2]1[CH:6]=[C:5]([C:7]2[N:12]=[C:11]3[N:13]([CH2:16][C@@H:17]4[CH2:22][N:21]([C:23]5[N:28]=[CH:27][C:26]([C:29]6[CH:30]=[N:31][N:32]([CH:34]7[CH2:39][CH2:38][N:37]([C:40](OC(C)(C)C)=O)[CH2:36][CH2:35]7)[CH:33]=6)=[CH:25][N:24]=5)[CH2:20][CH2:19][O:18]4)[N:14]=[N:15][C:10]3=[N:9][CH:8]=2)[CH:4]=[N:3]1.[OH-].[Na+], predict the reaction product. The product is: [CH3:1][N:2]1[CH:6]=[C:5]([C:7]2[N:12]=[C:11]3[N:13]([CH2:16][C@H:17]4[O:18][CH2:19][CH2:20][N:21]([C:23]5[N:28]=[CH:27][C:26]([C:29]6[CH:30]=[N:31][N:32]([CH:34]7[CH2:39][CH2:38][N:37]([CH3:40])[CH2:36][CH2:35]7)[CH:33]=6)=[CH:25][N:24]=5)[CH2:22]4)[N:14]=[N:15][C:10]3=[N:9][CH:8]=2)[CH:4]=[N:3]1. (4) Given the reactants CN(C(ON1N=NC2C=CC=CC1=2)=[N+](C)C)C.[B-](F)(F)(F)F.CCN(C(C)C)C(C)C.[C:32]([C:34]1[C:35]([N:47]2[CH2:52][CH2:51][CH:50]([C:53]([OH:55])=O)[CH2:49][CH2:48]2)=[N:36][C:37]([CH3:46])=[C:38]([C:40]([O:42][CH:43]([CH3:45])[CH3:44])=[O:41])[CH:39]=1)#[N:33].[F:56][C:57]1[CH:62]=[CH:61][CH:60]=[CH:59][C:58]=1[CH2:63][S:64]([NH2:67])(=[O:66])=[O:65].C([O-])(O)=O.[Na+], predict the reaction product. The product is: [C:32]([C:34]1[C:35]([N:47]2[CH2:52][CH2:51][CH:50]([C:53]([NH:67][S:64]([CH2:63][C:58]3[CH:59]=[CH:60][CH:61]=[CH:62][C:57]=3[F:56])(=[O:66])=[O:65])=[O:55])[CH2:49][CH2:48]2)=[N:36][C:37]([CH3:46])=[C:38]([CH:39]=1)[C:40]([O:42][CH:43]([CH3:44])[CH3:45])=[O:41])#[N:33].